Dataset: Full USPTO retrosynthesis dataset with 1.9M reactions from patents (1976-2016). Task: Predict the reactants needed to synthesize the given product. (1) Given the product [C:1](/[CH:3]=[CH:4]/[S:5]([C:8]1[CH:9]=[CH:10][C:11]([C:14]([CH3:19])([CH3:18])[C:15]([NH:26][CH2:25][C:24]2[CH:27]=[CH:28][C:21]([F:20])=[CH:22][CH:23]=2)=[O:17])=[CH:12][CH:13]=1)(=[O:6])=[O:7])#[N:2], predict the reactants needed to synthesize it. The reactants are: [C:1](/[CH:3]=[CH:4]/[S:5]([C:8]1[CH:13]=[CH:12][C:11]([C:14]([CH3:19])([CH3:18])[C:15]([OH:17])=O)=[CH:10][CH:9]=1)(=[O:7])=[O:6])#[N:2].[F:20][C:21]1[CH:28]=[CH:27][C:24]([CH2:25][NH2:26])=[CH:23][CH:22]=1.Cl.CN(C)CCCN=C=NCC.ON1C2C=CC=CC=2N=N1. (2) Given the product [ClH:1].[ClH:1].[Br:2][C:3]1[CH:4]=[N:5][CH:6]=[CH:7][C:8]=1[CH2:9][O:10][C:11]1[CH:12]=[N:13][C:14]([N:17]2[CH2:22][CH2:21][NH:20][CH2:19][C@H:18]2[CH3:30])=[N:15][CH:16]=1, predict the reactants needed to synthesize it. The reactants are: [ClH:1].[Br:2][C:3]1[CH:4]=[N:5][CH:6]=[CH:7][C:8]=1[CH2:9][O:10][C:11]1[CH:12]=[N:13][C:14]([N:17]2[CH2:22][CH2:21][N:20](C(OC(C)(C)C)=O)[CH2:19][C@H:18]2[CH3:30])=[N:15][CH:16]=1.